Regression. Given two drug SMILES strings and cell line genomic features, predict the synergy score measuring deviation from expected non-interaction effect. From a dataset of NCI-60 drug combinations with 297,098 pairs across 59 cell lines. (1) Drug 1: CC1C(C(CC(O1)OC2CC(CC3=C2C(=C4C(=C3O)C(=O)C5=C(C4=O)C(=CC=C5)OC)O)(C(=O)CO)O)N)O.Cl. Drug 2: C1=CC=C(C(=C1)C(C2=CC=C(C=C2)Cl)C(Cl)Cl)Cl. Cell line: T-47D. Synergy scores: CSS=-1.47, Synergy_ZIP=-1.77, Synergy_Bliss=9.70, Synergy_Loewe=-29.4, Synergy_HSA=-4.22. (2) Drug 1: C1CC(=O)NC(=O)C1N2CC3=C(C2=O)C=CC=C3N. Drug 2: CC12CCC3C(C1CCC2OP(=O)(O)O)CCC4=C3C=CC(=C4)OC(=O)N(CCCl)CCCl.[Na+]. Cell line: HOP-62. Synergy scores: CSS=9.77, Synergy_ZIP=0.917, Synergy_Bliss=4.37, Synergy_Loewe=5.47, Synergy_HSA=2.98. (3) Drug 1: C1CN1C2=NC(=NC(=N2)N3CC3)N4CC4. Drug 2: CN(C)C1=NC(=NC(=N1)N(C)C)N(C)C. Cell line: SF-268. Synergy scores: CSS=34.2, Synergy_ZIP=-2.81, Synergy_Bliss=3.23, Synergy_Loewe=3.03, Synergy_HSA=3.07. (4) Drug 1: C1=CC(=CC=C1CCCC(=O)O)N(CCCl)CCCl. Drug 2: CC1=C(N=C(N=C1N)C(CC(=O)N)NCC(C(=O)N)N)C(=O)NC(C(C2=CN=CN2)OC3C(C(C(C(O3)CO)O)O)OC4C(C(C(C(O4)CO)O)OC(=O)N)O)C(=O)NC(C)C(C(C)C(=O)NC(C(C)O)C(=O)NCCC5=NC(=CS5)C6=NC(=CS6)C(=O)NCCC[S+](C)C)O. Cell line: MDA-MB-231. Synergy scores: CSS=17.3, Synergy_ZIP=-4.30, Synergy_Bliss=-1.94, Synergy_Loewe=-2.93, Synergy_HSA=0.804. (5) Drug 1: C#CCC(CC1=CN=C2C(=N1)C(=NC(=N2)N)N)C3=CC=C(C=C3)C(=O)NC(CCC(=O)O)C(=O)O. Drug 2: C1C(C(OC1N2C=NC3=C2NC=NCC3O)CO)O. Cell line: NCI-H522. Synergy scores: CSS=-0.867, Synergy_ZIP=-0.860, Synergy_Bliss=-2.33, Synergy_Loewe=-2.97, Synergy_HSA=-2.86. (6) Drug 1: CC(C)NC(=O)C1=CC=C(C=C1)CNNC.Cl. Drug 2: C1CCC(C(C1)N)N.C(=O)(C(=O)[O-])[O-].[Pt+4]. Cell line: HCT-15. Synergy scores: CSS=0.322, Synergy_ZIP=-9.37, Synergy_Bliss=-13.6, Synergy_Loewe=-45.4, Synergy_HSA=-21.9. (7) Drug 1: CC1CCC2CC(C(=CC=CC=CC(CC(C(=O)C(C(C(=CC(C(=O)CC(OC(=O)C3CCCCN3C(=O)C(=O)C1(O2)O)C(C)CC4CCC(C(C4)OC)O)C)C)O)OC)C)C)C)OC. Drug 2: CC1=C(C(=O)C2=C(C1=O)N3CC4C(C3(C2COC(=O)N)OC)N4)N. Cell line: BT-549. Synergy scores: CSS=30.0, Synergy_ZIP=5.55, Synergy_Bliss=6.18, Synergy_Loewe=3.27, Synergy_HSA=7.49. (8) Synergy scores: CSS=14.8, Synergy_ZIP=-5.70, Synergy_Bliss=-2.28, Synergy_Loewe=-2.13, Synergy_HSA=-1.36. Cell line: TK-10. Drug 1: CCC(=C(C1=CC=CC=C1)C2=CC=C(C=C2)OCCN(C)C)C3=CC=CC=C3.C(C(=O)O)C(CC(=O)O)(C(=O)O)O. Drug 2: C(CCl)NC(=O)N(CCCl)N=O. (9) Drug 1: CCC1(CC2CC(C3=C(CCN(C2)C1)C4=CC=CC=C4N3)(C5=C(C=C6C(=C5)C78CCN9C7C(C=CC9)(C(C(C8N6C=O)(C(=O)OC)O)OC(=O)C)CC)OC)C(=O)OC)O.OS(=O)(=O)O. Drug 2: CC(C)CN1C=NC2=C1C3=CC=CC=C3N=C2N. Cell line: SNB-19. Synergy scores: CSS=12.7, Synergy_ZIP=-6.91, Synergy_Bliss=-5.42, Synergy_Loewe=-6.85, Synergy_HSA=-7.25. (10) Drug 1: CCC1=C2CN3C(=CC4=C(C3=O)COC(=O)C4(CC)O)C2=NC5=C1C=C(C=C5)O. Drug 2: C(=O)(N)NO. Cell line: A498. Synergy scores: CSS=6.47, Synergy_ZIP=-5.42, Synergy_Bliss=-3.50, Synergy_Loewe=-17.6, Synergy_HSA=-3.36.